Dataset: Full USPTO retrosynthesis dataset with 1.9M reactions from patents (1976-2016). Task: Predict the reactants needed to synthesize the given product. (1) Given the product [CH3:12][C:5]1[C:6]2[C:7](=[O:8])[O:9][C:10](=[O:16])[NH:1][C:2]=2[S:3][CH:4]=1, predict the reactants needed to synthesize it. The reactants are: [NH2:1][C:2]1[S:3][CH:4]=[C:5]([CH3:12])[C:6]=1[C:7]([O:9][CH2:10]C)=[O:8].[OH-].[Na+].C(Cl)(Cl)=[O:16].C1(C)C=CC=CC=1. (2) Given the product [N:13]([CH2:2][C:3]([C:5]1[CH:12]=[CH:11][C:8]([C:9]#[N:10])=[CH:7][CH:6]=1)=[O:4])=[N+:14]=[N-:15], predict the reactants needed to synthesize it. The reactants are: Br[CH2:2][C:3]([C:5]1[CH:12]=[CH:11][C:8]([C:9]#[N:10])=[CH:7][CH:6]=1)=[O:4].[N-:13]=[N+:14]=[N-:15].[Na+].